Dataset: Reaction yield outcomes from USPTO patents with 853,638 reactions. Task: Predict the reaction yield, written as a fraction of the theoretical maximum amount of product (1.0 means a 100% yield; for example, 0.34 means a 34% yield). (1) The reactants are I[C:2]1[CH:3]=[C:4]([CH2:42][O:43][C:44]2[C:73]([O:74][CH3:75])=[CH:72][C:47]3[C:48](=[O:71])[N:49]4[CH2:69][C:68](=[CH2:70])[CH2:67][C@H:50]4[C@H:51]([O:60][CH:61]4[CH2:66][CH2:65][CH2:64][CH2:63][O:62]4)[N:52]([C:53]([O:55][C:56]([CH3:59])([CH3:58])[CH3:57])=[O:54])[C:46]=3[CH:45]=2)[CH:5]=[C:6]([CH2:8][O:9][C:10]2[C:39]([O:40][CH3:41])=[CH:38][C:13]3[C:14](=[O:37])[N:15]4[CH2:35][C:34](=[CH2:36])[CH2:33][C@H:16]4[C@H:17]([O:26][CH:27]4[CH2:32][CH2:31][CH2:30][CH2:29][O:28]4)[N:18]([C:19]([O:21][C:22]([CH3:25])([CH3:24])[CH3:23])=[O:20])[C:12]=3[CH:11]=2)[CH:7]=1.[Si:76]([C:80]#[CH:81])([CH3:79])([CH3:78])[CH3:77].C(NCC)C. The catalyst is C1C=CC([P]([Pd]([P](C2C=CC=CC=2)(C2C=CC=CC=2)C2C=CC=CC=2)([P](C2C=CC=CC=2)(C2C=CC=CC=2)C2C=CC=CC=2)[P](C2C=CC=CC=2)(C2C=CC=CC=2)C2C=CC=CC=2)(C2C=CC=CC=2)C2C=CC=CC=2)=CC=1.[Cu]I. The product is [CH3:77][Si:76]([C:80]#[C:81][C:2]1[CH:3]=[C:4]([CH2:42][O:43][C:44]2[C:73]([O:74][CH3:75])=[CH:72][C:47]3[C:48](=[O:71])[N:49]4[CH2:69][C:68](=[CH2:70])[CH2:67][C@H:50]4[C@H:51]([O:60][CH:61]4[CH2:66][CH2:65][CH2:64][CH2:63][O:62]4)[N:52]([C:53]([O:55][C:56]([CH3:59])([CH3:58])[CH3:57])=[O:54])[C:46]=3[CH:45]=2)[CH:5]=[C:6]([CH2:8][O:9][C:10]2[C:39]([O:40][CH3:41])=[CH:38][C:13]3[C:14](=[O:37])[N:15]4[CH2:35][C:34](=[CH2:36])[CH2:33][C@H:16]4[C@H:17]([O:26][CH:27]4[CH2:32][CH2:31][CH2:30][CH2:29][O:28]4)[N:18]([C:19]([O:21][C:22]([CH3:25])([CH3:24])[CH3:23])=[O:20])[C:12]=3[CH:11]=2)[CH:7]=1)([CH3:79])[CH3:78]. The yield is 0.950. (2) The reactants are [H-].[Na+].[F:3][C:4]([F:15])([F:14])[C:5]1[CH:10]=[CH:9][C:8]([CH2:11][C:12]#[N:13])=[CH:7][CH:6]=1.Br[CH2:17][CH2:18][CH2:19][CH2:20]Br.Cl. The catalyst is CS(C)=O.CS(C)=O.CCOCC.O. The product is [F:3][C:4]([F:14])([F:15])[C:5]1[CH:6]=[CH:7][C:8]([C:11]2([C:12]#[N:13])[CH2:20][CH2:19][CH2:18][CH2:17]2)=[CH:9][CH:10]=1. The yield is 0.650. (3) The reactants are [C:1]([O:7][CH2:8][CH3:9])(=[O:6])[CH2:2][C:3]([CH3:5])=O.[CH:10](=O)[C:11]1[CH:16]=[CH:15][CH:14]=[CH:13][CH:12]=1.[NH4+:18].[OH-:19]. The catalyst is CCO.C(Cl)Cl. The product is [CH3:5][C:3]1[NH:18][C:3]([CH3:5])=[C:2]([C:1]([O:7][CH2:8][CH3:9])=[O:19])[CH:10]([C:11]2[CH:16]=[CH:15][CH:14]=[CH:13][CH:12]=2)[C:2]=1[C:1]([O:7][CH2:8][CH3:9])=[O:6]. The yield is 0.620. (4) The reactants are [C:1]([N:4]1[C:13]2[C:8](=[CH:9][C:10]([C:14]([OH:16])=O)=[CH:11][CH:12]=2)[C@H:7]([NH:17][C:18]2[CH:23]=[CH:22][CH:21]=[C:20]([N:24]3[CH2:29][CH2:28][O:27][CH2:26][CH2:25]3)[CH:19]=2)[CH2:6][C@@H:5]1[CH3:30])(=[O:3])[CH3:2].[CH3:31][NH2:32]. No catalyst specified. The product is [C:1]([N:4]1[C:13]2[C:8](=[CH:9][C:10]([C:14]([NH:32][CH3:31])=[O:16])=[CH:11][CH:12]=2)[C@H:7]([NH:17][C:18]2[CH:23]=[CH:22][CH:21]=[C:20]([N:24]3[CH2:25][CH2:26][O:27][CH2:28][CH2:29]3)[CH:19]=2)[CH2:6][C@@H:5]1[CH3:30])(=[O:3])[CH3:2]. The yield is 0.730. (5) The reactants are [OH:1][C:2]1[CH:7]=[CH:6][C:5]([C@H:8]2[CH2:15][CH2:14][C@@H:13]3[C@H:16]([NH:17]C(=O)OC(C)(C)C)[C@H:9]2[CH2:10][CH2:11][CH2:12]3)=[CH:4][CH:3]=1.[H-].[Na+].[S:27]1[C:31]2[CH:32]=[CH:33][CH:34]=[CH:35][C:30]=2[N:29]=[C:28]1[NH:36][C:37]([C:39]1[CH:40]=[CH:41][CH:42]=[C:43]2[C:48]=1[CH2:47][N:46]([C:49]1[S:50][C:51]([CH2:59][CH2:60][CH2:61]I)=[C:52]([C:54]([O:56]CC)=[O:55])[N:53]=1)[CH2:45][CH2:44]2)=[O:38].Cl.[OH-].[Na+]. The catalyst is CN(C=O)C. The product is [NH2:17][C@H:16]1[C@@H:13]2[CH2:12][CH2:11][CH2:10][C@H:9]1[C@@H:8]([C:5]1[CH:4]=[CH:3][C:2]([O:1][CH2:61][CH2:60][CH2:59][C:51]3[S:50][C:49]([N:46]4[CH2:45][CH2:44][C:43]5[C:48](=[C:39]([C:37](=[O:38])[NH:36][C:28]6[S:27][C:31]7[CH:32]=[CH:33][CH:34]=[CH:35][C:30]=7[N:29]=6)[CH:40]=[CH:41][CH:42]=5)[CH2:47]4)=[N:53][C:52]=3[C:54]([OH:56])=[O:55])=[CH:7][CH:6]=1)[CH2:15][CH2:14]2. The yield is 0.0700. (6) The reactants are [NH2:1][C:2]1[N:7]=[CH:6][N:5]=[C:4]2[N:8]([CH:19]([C:21]3[O:22][C:23]4[C:28]([C:29](=[O:38])[C:30]=3[C:31]3[CH:36]=[CH:35][CH:34]=[C:33]([F:37])[CH:32]=3)=[CH:27][C:26]([F:39])=[CH:25][CH:24]=4)[CH3:20])[N:9]=[C:10]([C:11]3[CH:16]=[CH:15][CH:14]=[C:13]([O:17]C)[CH:12]=3)[C:3]=12. The catalyst is ClCCl.B(Br)(Br)Br. The product is [NH2:1][C:2]1[N:7]=[CH:6][N:5]=[C:4]2[N:8]([CH:19]([C:21]3[O:22][C:23]4[C:28]([C:29](=[O:38])[C:30]=3[C:31]3[CH:36]=[CH:35][CH:34]=[C:33]([F:37])[CH:32]=3)=[CH:27][C:26]([F:39])=[CH:25][CH:24]=4)[CH3:20])[N:9]=[C:10]([C:11]3[CH:16]=[CH:15][CH:14]=[C:13]([OH:17])[CH:12]=3)[C:3]=12. The yield is 0.270. (7) The reactants are [NH:1]([C:3](=O)[CH2:4][N:5]([CH3:13])[C:6](=[O:12])[O:7][C:8]([CH3:11])([CH3:10])[CH3:9])[NH2:2].[C:15]([C:17]1[CH:22]=[CH:21][N:20]=[CH:19][CH:18]=1)#[N:16].C([O-])([O-])=O.[K+].[K+]. The catalyst is C(O)CCC. The product is [CH3:13][N:5]([CH2:4][C:3]1[NH:1][N:2]=[C:15]([C:17]2[CH:22]=[CH:21][N:20]=[CH:19][CH:18]=2)[N:16]=1)[C:6](=[O:12])[O:7][C:8]([CH3:11])([CH3:10])[CH3:9]. The yield is 0.940.